Task: Predict the product of the given reaction.. Dataset: Forward reaction prediction with 1.9M reactions from USPTO patents (1976-2016) (1) Given the reactants [Cl-].[Ca+2].[Cl-].C([O:6][C:7](=O)[NH:8][C:9]([C:13]1[CH:18]=[CH:17][C:16]([Cl:19])=[CH:15][C:14]=1[Cl:20])=[CH:10][C:11]#[N:12])C.[NH:22]([C:24]([CH:26]1[CH2:31][CH2:30][N:29]([C:32]([O:34][C:35]([CH3:38])([CH3:37])[CH3:36])=[O:33])[CH2:28][CH2:27]1)=O)[NH2:23].O, predict the reaction product. The product is: [Cl:20][C:14]1[CH:15]=[C:16]([Cl:19])[CH:17]=[CH:18][C:13]=1[C:9]1[NH:8][C:7](=[O:6])[N:23]2[N:22]=[C:24]([CH:26]3[CH2:31][CH2:30][N:29]([C:32]([O:34][C:35]([CH3:38])([CH3:37])[CH3:36])=[O:33])[CH2:28][CH2:27]3)[N:12]=[C:11]2[CH:10]=1. (2) Given the reactants [N:1]1[C:10]2[C:9]3C=CC=C[C:8]=3[CH2:7][CH2:6][C:5]=2[CH:4]=[N:3][C:2]=1[OH:15].Cl[C:17]1[N:26]=[CH:25][C:24]2[CH2:23][CH2:22]C3C=C(OC)C=C[C:20]=3[C:19]=2[N:18]=1.C(=O)([O-])[O-:34].[K+].[K+], predict the reaction product. The product is: [CH2:19]([N:3]1[C:2](=[O:15])[C:10]2[C:5](=[CH:6][CH:7]=[CH:8][CH:9]=2)[C:4]1=[O:34])[CH3:24].[N:26]1[CH:25]=[CH:24][CH:23]=[CH:22][C:17]=1[N:18]1[CH2:19][CH2:20][NH:1][CH2:10][CH2:5]1. (3) Given the reactants CC(C)([O-])C.[K+].[Cl:7][C:8]1[CH:13]=[C:12]([N+:14]([O-:16])=[O:15])[C:11](F)=[CH:10][C:9]=1[OH:18].[CH3:19][C:20]1([CH3:28])[O:24][C:23]([CH2:26][OH:27])([CH3:25])[CH2:22][O:21]1, predict the reaction product. The product is: [Cl:7][C:8]1[CH:13]=[C:12]([N+:14]([O-:16])=[O:15])[C:11]([O:27][CH2:26][C:23]2([CH3:25])[CH2:22][O:21][C:20]([CH3:28])([CH3:19])[O:24]2)=[CH:10][C:9]=1[OH:18]. (4) Given the reactants Cl.[CH3:2][NH:3][O:4][CH3:5].[CH3:6][O:7][C:8]1[CH:9]=[C:10]([CH:14]=[CH:15][C:16]=1[C:17]([F:20])([F:19])[F:18])[C:11]([OH:13])=O.ON1C2C=CC=CC=2N=N1.Cl.CN(C)CCCN=C=NCC.C(N(CC)C(C)C)(C)C.C(=O)([O-])O.[Na+], predict the reaction product. The product is: [CH3:6][O:7][C:8]1[CH:9]=[C:10]([CH:14]=[CH:15][C:16]=1[C:17]([F:20])([F:19])[F:18])[C:11]([N:3]([O:4][CH3:5])[CH3:2])=[O:13].